Dataset: Full USPTO retrosynthesis dataset with 1.9M reactions from patents (1976-2016). Task: Predict the reactants needed to synthesize the given product. (1) Given the product [N:6]1([C:15](=[O:17])[CH3:16])[C:14]2[C:9](=[CH:10][CH:11]=[CH:12][CH:13]=2)[CH2:8][CH2:7]1, predict the reactants needed to synthesize it. The reactants are: C([O-])(O)=O.[Na+].[NH:6]1[C:14]2[C:9](=[CH:10][CH:11]=[CH:12][CH:13]=2)[CH2:8][CH2:7]1.[C:15](Cl)(=[O:17])[CH3:16]. (2) Given the product [Cl:13][C:14]1[C:15]([CH3:24])=[C:16]([S:20]([NH:1][C:2]2[S:3][C:4]([CH3:12])=[C:5]([CH2:7][C:8]([O:10][CH3:11])=[O:9])[N:6]=2)(=[O:22])=[O:21])[CH:17]=[CH:18][CH:19]=1, predict the reactants needed to synthesize it. The reactants are: [NH2:1][C:2]1[S:3][C:4]([CH3:12])=[C:5]([CH2:7][C:8]([O:10][CH3:11])=[O:9])[N:6]=1.[Cl:13][C:14]1[C:15]([CH3:24])=[C:16]([S:20](Cl)(=[O:22])=[O:21])[CH:17]=[CH:18][CH:19]=1. (3) Given the product [C:1]([N:6]1[CH2:11][CH2:10][CH:9]([O:12][C@@H:13]2[CH2:18][CH2:17][C@H:16]([C:19]([O:21][C:22]([CH3:23])([CH3:24])[CH3:25])=[O:20])[C@@H:15]([C:26]([O:28][CH3:29])=[O:27])[CH2:14]2)[CH2:8][CH2:7]1)(=[O:3])[CH3:2], predict the reactants needed to synthesize it. The reactants are: [C:1](Cl)(=[O:3])[CH3:2].Cl.[NH:6]1[CH2:11][CH2:10][CH:9]([O:12][C@@H:13]2[CH2:18][CH2:17][C@H:16]([C:19]([O:21][C:22]([CH3:25])([CH3:24])[CH3:23])=[O:20])[C@@H:15]([C:26]([O:28][CH3:29])=[O:27])[CH2:14]2)[CH2:8][CH2:7]1.CN1CCOCC1. (4) Given the product [OH:32][C:30]([C:29]([F:34])([F:33])[F:28])=[O:31].[CH3:27][CH:2]([CH3:1])[CH:3]([O:9][C:10](=[O:26])[CH2:11][CH:12]([CH2:17][NH2:18])[CH2:13][CH:14]([CH3:15])[CH3:16])[O:4][C:5](=[O:8])[CH2:6][CH3:7], predict the reactants needed to synthesize it. The reactants are: [CH3:1][CH:2]([CH3:27])[CH:3]([O:9][C:10](=[O:26])[CH2:11][CH:12]([CH2:17][NH:18]C(OC(C)(C)C)=O)[CH2:13][CH:14]([CH3:16])[CH3:15])[O:4][C:5](=[O:8])[CH2:6][CH3:7].[F:28][C:29]([F:34])([F:33])[C:30]([OH:32])=[O:31]. (5) Given the product [C:27]([O:26][C:25](=[O:31])[NH:24][C:20]1[CH:21]=[CH:22][CH:23]=[C:18]([O:17][C:2]2[CH:7]=[N:6][C:5]([N+:8]([O-:10])=[O:9])=[CH:4][CH:3]=2)[CH:19]=1)([CH3:30])([CH3:28])[CH3:29], predict the reactants needed to synthesize it. The reactants are: Br[C:2]1[CH:3]=[CH:4][C:5]([N+:8]([O-:10])=[O:9])=[N:6][CH:7]=1.C(=O)([O-])[O-].[Cs+].[Cs+].[OH:17][C:18]1[CH:19]=[C:20]([NH:24][C:25](=[O:31])[O:26][C:27]([CH3:30])([CH3:29])[CH3:28])[CH:21]=[CH:22][CH:23]=1. (6) Given the product [NH2:23][C:16]1[CH:17]=[C:18]([O:21][CH3:22])[CH:19]=[CH:20][C:15]=1[S:12]([NH:11][C:8]1[CH:9]=[CH:10][C:5]2[CH2:4][O:3][B:2]([OH:1])[C:6]=2[CH:7]=1)(=[O:13])=[O:14], predict the reactants needed to synthesize it. The reactants are: [OH:1][B:2]1[C:6]2[CH:7]=[C:8]([NH:11][S:12]([C:15]3[CH:20]=[CH:19][C:18]([O:21][CH3:22])=[CH:17][C:16]=3[N+:23]([O-])=O)(=[O:14])=[O:13])[CH:9]=[CH:10][C:5]=2[CH2:4][O:3]1.